From a dataset of Experimentally validated miRNA-target interactions with 360,000+ pairs, plus equal number of negative samples. Binary Classification. Given a miRNA mature sequence and a target amino acid sequence, predict their likelihood of interaction. (1) The miRNA is hsa-miR-6881-3p with sequence AUCCUCUUUCGUCCUUCCCACU. The protein sequence of the target gene is MALLLLLFLGLLGLWGLLCACAQDPSPAARWPPGPRPLPLVGNLHLLRLSQQDRSLMELSERYGPVFTVHLGRQKTVVLTGFEAVKEALAGPGQELADRPPIAIFQLIQRGGGIFFSSGARWRAARQFTVRALHSLGVGREPVADKILQELKCLSGQLDGYRGRPFPLALLGWAPSNITFALLFGRRFDYRDPVFVSLLGLIDEVMVLLGSPGLQLFNVYPWLGALLQLHRPVLRKIEEVRAILRTLLEARRPHVCPGDPVCSYVDALIQQGQGDDPEGLFAEANAVACTLDMVMAGTET.... Result: 0 (no interaction). (2) The miRNA is hsa-miR-3117-3p with sequence AUAGGACUCAUAUAGUGCCAG. The protein sequence of the target gene is MNTLQGPVSFKDVAVDFTQEEWQQLDPDEKITYRDVMLENYSHLVSVGYDTTKPNVIIKLEQGEEPWIMGGEFPCQHSPEAWRVDDLIERIQENEDKHSRQAACINSKTLTEEKENTFSQIYMETSLVPSSIIAHNCVSCGKNLESISQLISSDGSYARTKPDECNECGKTYHGEKMCEFNQNGDTYSHNEENILQKISILEKPFEYNECMEALDNEAVFIAHKRAYIGEKPYEWNDSGPDFIQMSNFNAYQRSQMEMKPFECSECGKSFCKKSKFIIHQRAHTGEKPYECNVCGKSFSQ.... Result: 0 (no interaction). (3) The miRNA is mmu-miR-466f-3p with sequence CAUACACACACACAUACACAC. The protein sequence of the target gene is MGESALEPGPVPETPAGGPVHAVTVVTLLEKLATMLEALRERQGGLAERQGGLAGSVRRIQSGLGALSRSHDTTSNTLTQLLAKAERVGSHADAAQERAVRRAAQVQRLEANHGLLVARGKLHVLLFKEETEIPARAFQKVPELLGPEDQLVLGPDQPEDEVGESSEEEPVESRAQRLRRTGLQKVQSLKRALSSRKAAQPTPVKPPRVGPVRSSEGPSEGQPAAQPEMESELETALEPEPPQPTKEDPEKPVLQIESAA. Result: 1 (interaction). (4) The miRNA is hsa-miR-8086 with sequence UGCUAGUCUGGACUGAUAUGGU. The protein sequence of the target gene is MEKSGRESDGAPCGPVLHIVVVGFHHKKGCQVEFSYPPLIPGDGHDSHTLPEEWKYLPFLALPDGAHNYQEDTVFFHLPPRNGNGATVYGISCYRQIEAKALKVRQADITRETVQKSVCVLSKLPLYGLLQAKLQLITHAYFEEKDFSQISILKELYEHMNSSLGGASLEGSQVYLGLSPRDLVLHFRHKVLILFKLILLEKKVLFYISPVNRLVGALMTVLSLFPGMIEHGLSDCSQYRPRKSMSEDAGPQESNPSADDFTSESTSDVLNTSLETVTRVMAVNHGEDAVPKTEKPYFQV.... Result: 0 (no interaction). (5) The miRNA is rno-let-7c-5p with sequence UGAGGUAGUAGGUUGUAUGGUU. The protein sequence of the target gene is MEVVDETEALQRFFEGHDISGALEPSNIDTSILEEYIGKEDASDLCFPEISAPASTASFPHGPPAIPGSSGLHHLSPPGSGPSPGRHGPLPPPTYGTPLNCNNNNGMGTAPKPFLGGSGPPIKAEPKAPYAPGTLPDSPPDSGSEAYSPQQVNDPHLLRTITPETLCHVGVSSRLEHPPPPPAHLPGPPPPPPPPPHYPVLQRDLYMKAEPPVPPYAAMGPGLVPPELHHTQQTQVLHQLLQQHGAELPPHPSKKRKHSESPPNTLNAQMLNGMIKQEPGTVTALPPHPARAPSPPWPPQ.... Result: 0 (no interaction). (6) The miRNA is hsa-miR-7150 with sequence CUGGCAGGGGGAGAGGUA. Result: 1 (interaction). The protein sequence of the target gene is MSGFDDPGIFYSDSFGGDAQADEGQARKSQLQRRFKEFLRQYRVGTDRTGFTFKYRDELKRHYNLGEYWIEVEMEDLASFDEDLADYLYKQPAEHLQLLEEAAKEVADEVTRPRPSGEEVLQDIQVMLKSDASPSSIRSLKSDMMSHLVKIPGIIIAASAVRAKATRISIQCRSCRNTLTNIAMRPGLEGYALPRKCNTDQAGRPKCPLDPYFIMPDKCKCVDFQTLKLQELPDAVPHGEMPRHMQLYCDRYLCDKVVPGNRVTIMGIYSIKKFGLTTSRGRDRVGVGIRSSYIRVLGIQ.... (7) The miRNA is mmu-miR-17-5p with sequence CAAAGUGCUUACAGUGCAGGUAG. The protein sequence of the target gene is MEEFLQRAKSKLDRSKQLEQVHAVIGPKSCDLDSLISAFTYAYFLDKVSPPGVLCLPVLNIPRTEFNYFTETRFILEELNIPESFHIFRDEINLHQLNDEGKLSITLVGSHVLGSEDRTLESAVVRVINPGEQSDGELGFPETSSSLVLKELLREAPELITQQLAHLLRGSILFTWMSMDPELPEKQEEILSILEEQFPNLPPRDDIINVLQESQLSAQGLSLEQTMLKDLKELSDGEIKVAISTVNMTLEDYLLHGNITSDLKAFTDKFGFDVLILISSFTWEEQQRQQIAVYSQNLEL.... Result: 1 (interaction). (8) The miRNA is hsa-miR-4732-5p with sequence UGUAGAGCAGGGAGCAGGAAGCU. The protein sequence of the target gene is MSQDTEVDMKDVELNELEPEKQPMNAADGAAAGEKNGLVKIKVAEDETEAGVKFTGLSKEELLKVAGSPGWVRTRWALLLLFWLGWLGMLAGAVVIIVRAPRCRELPVQRWWHKGALYRIGDLQAFVGRDAGGIAGLKSHLEYLSTLKVKGLVLGPIHKNQKDEINETDLKQINPTLGSQEDFKDLLQSAKKKSIHIILDLTPNYQGQNAWFLPAQADIVATKMKEALSSWLQDGVDGFQFRDVGKLMNAPLYLAEWQNITKNLSEDRLLIAGTESSDLQQIVNILESTSDLLLTSSYLS.... Result: 0 (no interaction). (9) The miRNA is hsa-miR-5590-3p with sequence AAUAAAGUUCAUGUAUGGCAA. The protein sequence of the target gene is MSHTILLVQPTKRPEGRTYADYESVNECMEGVCKMYEEHLKRMNPNSPSITYDISQLFDFIDDLADLSCLVYRADTQTYQPYNKDWIKEKIYVLLRRQAQQAGK. Result: 1 (interaction).